From a dataset of NCI-60 drug combinations with 297,098 pairs across 59 cell lines. Regression. Given two drug SMILES strings and cell line genomic features, predict the synergy score measuring deviation from expected non-interaction effect. (1) Drug 1: CCCCC(=O)OCC(=O)C1(CC(C2=C(C1)C(=C3C(=C2O)C(=O)C4=C(C3=O)C=CC=C4OC)O)OC5CC(C(C(O5)C)O)NC(=O)C(F)(F)F)O. Drug 2: C1=NC(=NC(=O)N1C2C(C(C(O2)CO)O)O)N. Cell line: OVCAR-8. Synergy scores: CSS=50.8, Synergy_ZIP=-2.90, Synergy_Bliss=-3.81, Synergy_Loewe=-3.50, Synergy_HSA=-1.53. (2) Drug 1: COC1=C2C(=CC3=C1OC=C3)C=CC(=O)O2. Drug 2: C1C(C(OC1N2C=NC(=NC2=O)N)CO)O. Cell line: MALME-3M. Synergy scores: CSS=-1.02, Synergy_ZIP=1.14, Synergy_Bliss=1.82, Synergy_Loewe=-3.33, Synergy_HSA=-1.82. (3) Synergy scores: CSS=48.3, Synergy_ZIP=0.818, Synergy_Bliss=2.17, Synergy_Loewe=-0.694, Synergy_HSA=3.07. Drug 1: C1CC(C1)(C(=O)O)C(=O)O.[NH2-].[NH2-].[Pt+2]. Drug 2: CC1(CCCN1)C2=NC3=C(C=CC=C3N2)C(=O)N. Cell line: NCIH23. (4) Drug 1: COCCOC1=C(C=C2C(=C1)C(=NC=N2)NC3=CC=CC(=C3)C#C)OCCOC.Cl. Drug 2: B(C(CC(C)C)NC(=O)C(CC1=CC=CC=C1)NC(=O)C2=NC=CN=C2)(O)O. Cell line: CAKI-1. Synergy scores: CSS=40.5, Synergy_ZIP=-0.370, Synergy_Bliss=-0.666, Synergy_Loewe=-1.44, Synergy_HSA=-0.979. (5) Drug 1: C1CCN(CC1)CCOC2=CC=C(C=C2)C(=O)C3=C(SC4=C3C=CC(=C4)O)C5=CC=C(C=C5)O. Drug 2: CC12CCC3C(C1CCC2=O)CC(=C)C4=CC(=O)C=CC34C. Cell line: A498. Synergy scores: CSS=35.4, Synergy_ZIP=-1.10, Synergy_Bliss=-3.58, Synergy_Loewe=-2.83, Synergy_HSA=-2.96. (6) Drug 1: CC1=C(C(=CC=C1)Cl)NC(=O)C2=CN=C(S2)NC3=CC(=NC(=N3)C)N4CCN(CC4)CCO. Cell line: OVCAR3. Synergy scores: CSS=49.9, Synergy_ZIP=3.98, Synergy_Bliss=3.86, Synergy_Loewe=10.8, Synergy_HSA=11.1. Drug 2: CCC1=C2CN3C(=CC4=C(C3=O)COC(=O)C4(CC)O)C2=NC5=C1C=C(C=C5)O. (7) Drug 1: C1=CC=C(C(=C1)C(C2=CC=C(C=C2)Cl)C(Cl)Cl)Cl. Drug 2: CS(=O)(=O)OCCCCOS(=O)(=O)C. Cell line: OVCAR-5. Synergy scores: CSS=15.6, Synergy_ZIP=-8.06, Synergy_Bliss=-5.38, Synergy_Loewe=-0.471, Synergy_HSA=-0.124.